From a dataset of Reaction yield outcomes from USPTO patents with 853,638 reactions. Predict the reaction yield, written as a fraction of the theoretical maximum amount of product (1.0 means a 100% yield; for example, 0.34 means a 34% yield). (1) The reactants are C(NC(C)C)(C)C.[Li]CCCC.[Cl:13][C:14]1[CH:19]=[CH:18][C:17]([CH:20]([O:23][Si](C)(C)C)C#N)=[C:16]([F:28])[CH:15]=1.[C:29]([N:32]1[CH2:37][CH2:36][C:35](=[O:38])[CH2:34][CH2:33]1)(=[O:31])[CH3:30]. The catalyst is C1COCC1. The product is [Cl:13][C:14]1[CH:19]=[CH:18][C:17]([C:20]([C:35]2([OH:38])[CH2:36][CH2:37][N:32]([C:29](=[O:31])[CH3:30])[CH2:33][CH2:34]2)=[O:23])=[C:16]([F:28])[CH:15]=1. The yield is 0.420. (2) The yield is 0.880. The product is [CH2:7]([O:9][C:10](=[O:11])[NH:6][CH:1]1[CH2:5][CH2:4][CH2:3][CH2:2]1)[CH3:8]. The reactants are [CH:1]1([NH2:6])[CH2:5][CH2:4][CH2:3][CH2:2]1.[CH2:7]([O:9][C:10](Cl)=[O:11])[CH3:8].C([O-])([O-])=O.[K+].[K+]. The catalyst is C(Cl)Cl. (3) The reactants are [NH:1]1[C:9]2[C:4](=[CH:5][CH:6]=[CH:7][CH:8]=2)[CH2:3][C:2]1=[O:10].[Li+].C[Si]([N-][Si](C)(C)C)(C)C.[C:21]1([C:30]2[C:25](=[CH:26][CH:27]=[CH:28][CH:29]=2)[CH:24]([CH2:31][C:32]([OH:34])=[O:33])[O:23]1)=O. The catalyst is COCCOC. The product is [O:10]=[C:2]1[C:3](=[C:21]2[C:30]3[C:25](=[CH:26][CH:27]=[CH:28][CH:29]=3)[CH:24]([CH2:31][C:32]([OH:34])=[O:33])[O:23]2)[C:4]2[C:9](=[CH:8][CH:7]=[CH:6][CH:5]=2)[NH:1]1. The yield is 0.130. (4) The catalyst is CN(C=O)C.Cl[Pd](Cl)([P](C1C=CC=CC=1)(C1C=CC=CC=1)C1C=CC=CC=1)[P](C1C=CC=CC=1)(C1C=CC=CC=1)C1C=CC=CC=1. The yield is 0.100. The product is [NH:7]1[C:6]2[CH:17]=[CH:18][C:3]([C:22]3[N:27]=[C:26]4[N:28]([CH2:32][CH:33]5[CH2:38][CH2:37][O:36][CH2:35][CH2:34]5)[C:29](=[O:31])[NH:30][C:25]4=[N:24][CH:23]=3)=[CH:4][C:5]=2[N:9]=[CH:8]1. The reactants are C[Sn](C)(C)[C:3]1[CH:18]=[CH:17][C:6]2[NH:7][C:8](C(OC(C)(C)C)=O)=[N:9][C:5]=2[CH:4]=1.Br[C:22]1[N:27]=[C:26]2[N:28]([CH2:32][CH:33]3[CH2:38][CH2:37][O:36][CH2:35][CH2:34]3)[C:29](=[O:31])[NH:30][C:25]2=[N:24][CH:23]=1. (5) The reactants are C(N(CC)CC)C.[C:8]([O:12][C:13](=[O:23])[C:14]1[CH:19]=[CH:18][CH:17]=[CH:16][C:15]=1[CH2:20]CBr)([CH3:11])([CH3:10])[CH3:9].[CH3:24][C:25]1[C:34]([CH3:35])=[CH:33][C:28]2[N:29]=[C:30]([SH:32])[NH:31][C:27]=2[CH:26]=1.O. The catalyst is CN(C)C=O. The product is [C:8]([O:12][C:13](=[O:23])[C:14]1[CH:19]=[CH:18][CH:17]=[CH:16][C:15]=1[CH2:20][S:32][C:30]1[NH:31][C:27]2[CH:26]=[C:25]([CH3:24])[C:34]([CH3:35])=[CH:33][C:28]=2[N:29]=1)([CH3:9])([CH3:10])[CH3:11]. The yield is 0.590. (6) The reactants are Cl.[F:2][C:3]1[CH:17]=[CH:16][C:6]2[C:7]([CH:10]3[CH2:15][CH2:14][NH:13][CH2:12][CH2:11]3)=[N:8][O:9][C:5]=2[CH:4]=1.Cl[CH2:19][CH2:20][CH2:21][O:22][C:23]1[CH:28]=[CH:27][C:26]([CH:29]([C:30]([CH:29]([C:26]2[CH:27]=[CH:28][C:23]([O:22][CH2:21][CH2:20][CH2:19]Cl)=[C:24]([O:48][CH3:49])[CH:25]=2)C)=O)[CH3:30])=[CH:25][C:24]=1[O:48][CH3:49].C(=O)([O-])[O-:51].[K+].[K+]. The catalyst is O. The product is [CH3:30][C:29]([C:26]1[CH:27]=[CH:28][C:23]([O:22][CH2:21][CH2:20][CH2:19][N:13]2[CH2:12][CH2:11][CH:10]([C:7]3[C:6]4[CH:16]=[CH:17][C:3]([F:2])=[CH:4][C:5]=4[O:9][N:8]=3)[CH2:15][CH2:14]2)=[C:24]([O:48][CH3:49])[CH:25]=1)=[O:51]. The yield is 0.861. (7) The reactants are [CH:1]1([O:7][C:8]2[CH:15]=[CH:14][CH:13]=[C:12]([N+:16]([O-])=O)[C:9]=2[C:10]#[N:11])[CH2:6][CH2:5][CH2:4][CH2:3][CH2:2]1.CCOC(C)=O. The catalyst is C1COCC1.CC(O)=O.[Fe]. The product is [NH2:16][C:12]1[CH:13]=[CH:14][CH:15]=[C:8]([O:7][CH:1]2[CH2:2][CH2:3][CH2:4][CH2:5][CH2:6]2)[C:9]=1[C:10]#[N:11]. The yield is 0.940. (8) The catalyst is C(Cl)Cl. The yield is 0.910. The reactants are [CH2:1]([O:8][N:9]1[C:15](=[O:16])[N:14]2[CH2:17][C@H:10]1[CH2:11][CH2:12][C@H:13]2[C:18]([OH:20])=O)[C:2]1[CH:7]=[CH:6][CH:5]=[CH:4][CH:3]=1.[NH2:21][O:22][CH2:23][CH:24]1[CH2:29][CH2:28][CH2:27][CH2:26][N:25]1[C:30]([O:32][C:33]([CH3:36])([CH3:35])[CH3:34])=[O:31].ON1C2C=CC=CC=2N=N1.Cl.C(N=C=NCCCN(C)C)C. The product is [CH2:1]([O:8][N:9]1[C:15](=[O:16])[N:14]2[CH2:17][C@H:10]1[CH2:11][CH2:12][C@H:13]2[C:18]([NH:21][O:22][CH2:23][CH:24]1[CH2:29][CH2:28][CH2:27][CH2:26][N:25]1[C:30]([O:32][C:33]([CH3:36])([CH3:35])[CH3:34])=[O:31])=[O:20])[C:2]1[CH:3]=[CH:4][CH:5]=[CH:6][CH:7]=1.